Dataset: Full USPTO retrosynthesis dataset with 1.9M reactions from patents (1976-2016). Task: Predict the reactants needed to synthesize the given product. Given the product [OH:8][C:9]1[CH:36]=[C:35]([C:37]2[CH:42]=[CH:41][CH:40]=[CH:39][CH:38]=2)[CH:34]=[CH:33][C:10]=1[C:11]([NH:13][C:14]1[CH:26]=[C:25]([C:27]2[CH:32]=[CH:31][CH:30]=[CH:29][CH:28]=2)[CH:24]=[CH:23][C:15]=1[C:16]([O:18][C:19]([CH3:22])([CH3:20])[CH3:21])=[O:17])=[O:12], predict the reactants needed to synthesize it. The reactants are: C([O:8][C:9]1[CH:36]=[C:35]([C:37]2[CH:42]=[CH:41][CH:40]=[CH:39][CH:38]=2)[CH:34]=[CH:33][C:10]=1[C:11]([NH:13][C:14]1[CH:26]=[C:25]([C:27]2[CH:32]=[CH:31][CH:30]=[CH:29][CH:28]=2)[CH:24]=[CH:23][C:15]=1[C:16]([O:18][C:19]([CH3:22])([CH3:21])[CH3:20])=[O:17])=[O:12])C1C=CC=CC=1.